The task is: Predict the product of the given reaction.. This data is from Forward reaction prediction with 1.9M reactions from USPTO patents (1976-2016). (1) Given the reactants C1(/C(=N/NS(C2C(C(C)C)=CC(C(C)C)=CC=2C(C)C)(=O)=O)/C)CC1.[Si](OC[C@@H](N(CC(N(OC)C)=O)C(=O)OC(C)(C)C)C=C)(C(C)(C)C)(C)C.[Si:53]([O:60][CH2:61][C@@H:62]([N:65]([CH2:73][C:74](=[O:80])[C:75](=[CH2:79])[CH:76]([CH3:78])[CH3:77])[C:66](=[O:72])[O:67][C:68]([CH3:71])([CH3:70])[CH3:69])[CH:63]=[CH2:64])([C:56]([CH3:59])([CH3:58])[CH3:57])([CH3:55])[CH3:54], predict the reaction product. The product is: [Si:53]([O:60][CH2:61][C@@H:62]([N:65]([CH2:73][C:74](=[O:80])[C:75]([CH:76]1[CH2:77][CH2:78]1)=[CH2:79])[C:66](=[O:72])[O:67][C:68]([CH3:69])([CH3:70])[CH3:71])[CH:63]=[CH2:64])([C:56]([CH3:59])([CH3:57])[CH3:58])([CH3:55])[CH3:54]. (2) Given the reactants [CH3:1][C:2]1([CH3:30])[C:19](=[O:20])[CH2:18][CH2:17][C@@:16]2([CH3:21])[C:3]1=[CH:4][CH2:5][C@@H:6]1[C@@H:15]2[CH2:14][CH2:13][C@@:11]2([CH3:12])[C@H:7]1[CH2:8][CH2:9][C@@H:10]2[O:22][Si:23]([C:26]([CH3:29])([CH3:28])[CH3:27])([CH3:25])[CH3:24].[CH2:31](O)[CH2:32][OH:33].CC1C=CC(S(O)(=O)=O)=CC=1, predict the reaction product. The product is: [CH2:31]1[CH2:32][O:33][C:19]2([CH2:18][CH2:17][C@@:16]3([CH3:21])[C:3](=[CH:4][CH2:5][C@@H:6]4[C@@H:15]3[CH2:14][CH2:13][C@@:11]3([CH3:12])[C@H:7]4[CH2:8][CH2:9][C@@H:10]3[O:22][Si:23]([C:26]([CH3:29])([CH3:28])[CH3:27])([CH3:24])[CH3:25])[C:2]2([CH3:30])[CH3:1])[O:20]1. (3) The product is: [Br:1][C:13]([CH3:14])([CH3:15])[C:12]([C:9]1[CH:10]=[CH:11][C:6]([CH2:5][CH2:4][Br:3])=[CH:7][CH:8]=1)=[O:16]. Given the reactants [Br:1]Br.[Br:3][CH2:4][CH2:5][C:6]1[CH:11]=[CH:10][C:9]([C:12](=[O:16])[CH:13]([CH3:15])[CH3:14])=[CH:8][CH:7]=1.S([O-])([O-])(=O)=S.[Na+].[Na+], predict the reaction product. (4) Given the reactants [CH3:1]/[C:2](=[CH:6]\[C:7]1[CH:12]=[CH:11][CH:10]=[CH:9][CH:8]=1)/[C:3]([OH:5])=O.C(Cl)(=O)C(Cl)=O.[N:19]([CH2:22][CH2:23][NH2:24])=[N+:20]=[N-:21].C(N(CC)CC)C, predict the reaction product. The product is: [N:19]([CH2:22][CH2:23][NH:24][C:3](=[O:5])/[C:2](/[CH3:1])=[CH:6]/[C:7]1[CH:12]=[CH:11][CH:10]=[CH:9][CH:8]=1)=[N+:20]=[N-:21]. (5) Given the reactants [CH3:1][CH:2]([C:4]([O:6][C:7]1[CH:8]=[CH:9][C:10]([CH2:29][OH:30])=[CH:11][C:12]=1[C@@H:13]([C:23]1[CH:24]=[CH:25][CH:26]=[CH:27][CH:28]=1)[CH2:14][CH2:15][N:16]([CH:20]([CH3:22])[CH3:21])[CH:17]([CH3:19])[CH3:18])=[O:5])[CH3:3].C(N(CC[C@@H](C1C=C(Br)C=CC=1OCC1C=CC=CC=1)C1C=CC=CC=1)C(C)C)(C)C.[C:62]([OH:69])(=[O:68])/[CH:63]=[CH:64]/[C:65]([OH:67])=[O:66].C1CCCCC1, predict the reaction product. The product is: [CH3:3][CH:2]([C:4]([O:6][C:7]1[CH:8]=[CH:9][C:10]([CH2:29][OH:30])=[CH:11][C:12]=1[C@@H:13]([C:23]1[CH:28]=[CH:27][CH:26]=[CH:25][CH:24]=1)[CH2:14][CH2:15][N:16]([CH:20]([CH3:21])[CH3:22])[CH:17]([CH3:18])[CH3:19])=[O:5])[CH3:1].[CH:63](/[C:62]([OH:69])=[O:68])=[CH:64]\[C:65]([OH:67])=[O:66].